Dataset: Full USPTO retrosynthesis dataset with 1.9M reactions from patents (1976-2016). Task: Predict the reactants needed to synthesize the given product. (1) Given the product [CH:1]([C:4]1[N:5]([CH2:18][C:19]2[CH:38]=[CH:37][C:22]([CH2:23][O:24][C:25]3[CH:30]=[CH:29][C:28]([CH2:31][CH2:32][C:33]([OH:35])=[O:34])=[CH:27][CH:26]=3)=[CH:21][CH:20]=2)[N:6]=[C:7]([C:9]2[CH:14]=[CH:13][CH:12]=[CH:11][CH:10]=2)[CH:8]=1)([CH3:3])[CH3:2], predict the reactants needed to synthesize it. The reactants are: [CH:1]([C:4]1[CH:8]=[C:7]([C:9]2[CH:14]=[CH:13][CH:12]=[CH:11][CH:10]=2)[NH:6][N:5]=1)([CH3:3])[CH3:2].[H-].[Na+].Cl[CH2:18][C:19]1[CH:38]=[CH:37][C:22]([CH2:23][O:24][C:25]2[CH:30]=[CH:29][C:28]([CH2:31][CH2:32][C:33]([O:35]C)=[O:34])=[CH:27][CH:26]=2)=[CH:21][CH:20]=1.Cl. (2) Given the product [Cl:14][C:10]1[C:9]([F:15])=[C:8]([C@@H:6]2[CH2:7][C@H:5]2[C:3]([OH:4])=[O:2])[CH:13]=[CH:12][CH:11]=1, predict the reactants needed to synthesize it. The reactants are: C[O:2][C:3]([C@@H:5]1[CH2:7][C@H:6]1[C:8]1[CH:13]=[CH:12][CH:11]=[C:10]([Cl:14])[C:9]=1[F:15])=[O:4].O[Li].O.Cl. (3) Given the product [C:1]([C:3]1[CH:8]=[C:7]([O:9][CH2:10][CH:11]2[CH2:12][CH2:13][N:14]([CH2:17][C:18]([CH2:22][CH3:23])([F:21])[CH2:19][CH3:20])[CH2:15][CH2:16]2)[CH:6]=[CH:5][C:4]=1[C:24]1[C:33]([C:34]([N:56]2[CH2:60][CH2:59][CH2:58][C@H:57]2[C:61]([NH2:63])=[O:62])=[O:46])=[CH:28][CH:27]=[CH:26][CH:25]=1)#[N:2], predict the reactants needed to synthesize it. The reactants are: [C:1]([C:3]1[CH:8]=[C:7]([O:9][CH2:10][CH:11]2[CH2:16][CH2:15][N:14]([CH2:17][C:18]([CH2:22][CH3:23])([F:21])[CH2:19][CH3:20])[CH2:13][CH2:12]2)[CH:6]=[CH:5][C:4]=1[C:24]1C=[CH:28][C:27](C(O)=O)=[CH:26][CH:25]=1)#[N:2].[CH2:33](Cl)[CH2:34]Cl.C1C=CC2N([OH:46])N=NC=2C=1.CCN(C(C)C)C(C)C.[NH:56]1[CH2:60][CH2:59][CH2:58][C@H:57]1[C:61]([NH2:63])=[O:62]. (4) Given the product [CH3:1][C:2]1[CH:3]=[C:4]([CH:9]=[O:10])[CH:5]=[N:6][C:7]=1[CH3:8], predict the reactants needed to synthesize it. The reactants are: [CH3:1][C:2]1[CH:3]=[C:4]([CH2:9][OH:10])[CH:5]=[N:6][C:7]=1[CH3:8]. (5) Given the product [CH3:3][O:2][N:4]=[C:12]([C:13]1[CH:14]=[CH:15][CH:16]=[CH:17][CH:18]=1)[C:20]1[CH:21]=[CH:22][C:23]2[O:28][CH2:27][C:26](=[O:29])[NH:25][C:24]=2[CH:30]=1, predict the reactants needed to synthesize it. The reactants are: Cl.[O:2]([NH2:4])[CH3:3].N1C=CC=CC=1.Cl.[C:12]([C:20]1[CH:21]=[CH:22][C:23]2[O:28][CH2:27][C:26](=[O:29])[NH:25][C:24]=2[CH:30]=1)(=O)[C:13]1[CH:18]=[CH:17][CH:16]=[CH:15][CH:14]=1.